This data is from Catalyst prediction with 721,799 reactions and 888 catalyst types from USPTO. The task is: Predict which catalyst facilitates the given reaction. (1) Reactant: [F:1][C:2]1[CH:7]=[CH:6][CH:5]=[C:4]([F:8])[C:3]=1[N:9]=[N:10][NH:11][C:12]1[C:17]([F:18])=[CH:16][CH:15]=[CH:14][C:13]=1[F:19].[F:20][P-:21]([F:26])([F:25])([F:24])([F:23])[F:22].[K+].Br/[CH:29]=[CH:30]\[C:31]1[C:36]([F:37])=[CH:35][CH:34]=[CH:33][C:32]=1[F:38].ClOC(C)(C)C. Product: [F:20][P-:21]([F:26])([F:25])([F:24])([F:23])[F:22].[F:1][C:2]1[CH:7]=[CH:6][CH:5]=[C:4]([F:8])[C:3]=1[NH+:9]1[CH:29]=[C:30]([C:31]2[C:36]([F:37])=[CH:35][CH:34]=[CH:33][C:32]=2[F:38])[N:11]([C:12]2[C:13]([F:19])=[CH:14][CH:15]=[CH:16][C:17]=2[F:18])[NH:10]1. The catalyst class is: 4. (2) Reactant: [CH2:1]([N:5]1[C:9]2[CH2:10][O:11][CH2:12][C:8]=2[S:7][C:6]1=[NH:13])[CH2:2][CH2:3][CH3:4].[Cl:14][C:15]1[CH:16]=[CH:17][C:18]([O:24][CH3:25])=[C:19]([CH:23]=1)[C:20](O)=[O:21].ON1C2C=CC=CC=2N=N1.CCN=C=NCCCN(C)C.Cl.C(N(CC)CC)C. Product: [CH2:1]([N:5]1[C:9]2[CH2:10][O:11][CH2:12][C:8]=2[S:7]/[C:6]/1=[N:13]\[C:20](=[O:21])[C:19]1[CH:23]=[C:15]([Cl:14])[CH:16]=[CH:17][C:18]=1[O:24][CH3:25])[CH2:2][CH2:3][CH3:4]. The catalyst class is: 7. (3) Reactant: [C:1]([C:4]1[CH:5]=[C:6]2[C:11](=[C:12]([C:14]#[C:15][Si:16]([CH3:19])([CH3:18])[CH3:17])[CH:13]=1)[O:10][C:9]([CH3:21])([CH3:20])[CH2:8][C:7]2([CH3:23])[CH3:22])(=O)[CH3:2].C([N-]C(C)C)(C)C.[Li+].P(Cl)(OCC)(OCC)=O. Product: [C:1]([C:4]1[CH:5]=[C:6]2[C:11](=[C:12]([C:14]#[C:15][Si:16]([CH3:19])([CH3:18])[CH3:17])[CH:13]=1)[O:10][C:9]([CH3:21])([CH3:20])[CH2:8][C:7]2([CH3:23])[CH3:22])#[CH:2]. The catalyst class is: 7.